Dataset: Forward reaction prediction with 1.9M reactions from USPTO patents (1976-2016). Task: Predict the product of the given reaction. (1) Given the reactants [O:1]1[C:5]2([CH2:10][CH2:9][C:8](=[O:11])[CH2:7][CH2:6]2)[O:4][CH2:3][CH2:2]1.[BH4-].[Na+].P([O-])([O-])([O-])=O.C(OCC)C, predict the reaction product. The product is: [O:1]1[C:5]2([CH2:10][CH2:9][CH:8]([OH:11])[CH2:7][CH2:6]2)[O:4][CH2:3][CH2:2]1. (2) Given the reactants [SH:1][CH2:2][CH2:3][OH:4].C[O-].[Na+].Cl[C:9]1[N:16]=[CH:15][CH:14]=[C:13]([C:17]2[CH:26]=[CH:25][C:24]3[C:19](=[CH:20][CH:21]=[C:22]([N:27]([CH3:29])[CH3:28])[CH:23]=3)[CH:18]=2)[C:10]=1[C:11]#[N:12], predict the reaction product. The product is: [CH3:28][N:27]([CH3:29])[C:22]1[CH:23]=[C:24]2[C:19](=[CH:20][CH:21]=1)[CH:18]=[C:17]([C:13]1[C:10]([C:11]#[N:12])=[C:9]([S:1][CH2:2][CH2:3][OH:4])[N:16]=[CH:15][CH:14]=1)[CH:26]=[CH:25]2. (3) Given the reactants Br[C:2]1[CH:3]=[C:4]2[C:13](=[CH:14][CH:15]=1)[O:12][CH2:11][C:10]1[N:5]2[CH:6]([CH3:25])[C:7](=[O:24])[N:8]([CH2:16][O:17][CH2:18][CH2:19][Si:20]([CH3:23])([CH3:22])[CH3:21])[N:9]=1.C(=O)([O-])[O-].[Cs+].[Cs+].[NH:32]1[CH2:36][CH2:35][CH2:34][CH:33]1[CH2:37][NH:38][C:39](=[O:45])[O:40][C:41]([CH3:44])([CH3:43])[CH3:42].C1C=CC(P(C2C(C3C(P(C4C=CC=CC=4)C4C=CC=CC=4)=CC=C4C=3C=CC=C4)=C3C(C=CC=C3)=CC=2)C2C=CC=CC=2)=CC=1, predict the reaction product. The product is: [CH3:25][CH:6]1[C:7](=[O:24])[N:8]([CH2:16][O:17][CH2:18][CH2:19][Si:20]([CH3:23])([CH3:22])[CH3:21])[N:9]=[C:10]2[CH2:11][O:12][C:13]3[CH:14]=[CH:15][C:2]([N:32]4[CH2:36][CH2:35][CH2:34][CH:33]4[CH2:37][NH:38][C:39](=[O:45])[O:40][C:41]([CH3:43])([CH3:42])[CH3:44])=[CH:3][C:4]=3[N:5]12. (4) Given the reactants [NH:1]1[C:20](=[O:21])[C@H:7]([CH2:8][CH2:9][C:10](=[O:19])[O:11]CC2C=CC=CC=2)[NH:6][C:4](=[O:5])[C@@H:2]1[CH3:3], predict the reaction product. The product is: [NH:1]1[C:20](=[O:21])[C@H:7]([CH2:8][CH2:9][C:10](=[O:11])[OH:19])[NH:6][C:4](=[O:5])[C@@H:2]1[CH3:3]. (5) Given the reactants [C:1]([O:5][C:6]([NH:8][C:9](=[N:12][C:13]([O:15][C:16]([CH3:19])([CH3:18])[CH3:17])=[O:14])SC)=[O:7])([CH3:4])([CH3:3])[CH3:2].[C:20]([O:24][C:25](=[O:66])[NH:26][C:27]([C:29]1[S:30][C:31]([S:64][CH3:65])=[C:32]([S:34]([C:37]2[CH:38]=[C:39]([C:43]3[C:48]([CH3:49])=[CH:47][C:46]([NH2:50])=[CH:45][C:44]=3[NH:51][C:52]([NH:54][CH2:55][CH2:56][NH:57][C:58]3[CH:63]=[CH:62][CH:61]=[CH:60][CH:59]=3)=[O:53])[CH:40]=[CH:41][CH:42]=2)(=[O:36])=[O:35])[CH:33]=1)=[NH:28])([CH3:23])([CH3:22])[CH3:21], predict the reaction product. The product is: [C:20]([O:24][C:25](=[O:66])[NH:26][C:27]([C:29]1[S:30][C:31]([S:64][CH3:65])=[C:32]([S:34]([C:37]2[CH:38]=[C:39]([C:43]3[C:48]([CH3:49])=[CH:47][C:46]([NH:50][C:9]([NH:8][C:6]([O:5][C:1]([CH3:2])([CH3:3])[CH3:4])=[O:7])=[N:12][C:13]([O:15][C:16]([CH3:17])([CH3:18])[CH3:19])=[O:14])=[CH:45][C:44]=3[NH:51][C:52]([NH:54][CH2:55][CH2:56][NH:57][C:58]3[CH:63]=[CH:62][CH:61]=[CH:60][CH:59]=3)=[O:53])[CH:40]=[CH:41][CH:42]=2)(=[O:35])=[O:36])[CH:33]=1)=[NH:28])([CH3:22])([CH3:23])[CH3:21].